This data is from Forward reaction prediction with 1.9M reactions from USPTO patents (1976-2016). The task is: Predict the product of the given reaction. (1) Given the reactants [Cl:1][C:2]1[CH:7]=[CH:6][CH:5]=[C:4]([Cl:8])[C:3]=1[N:9]1[C:14](=[O:15])[C:13]2[CH:16]=[N:17][C:18]([NH:20][C:21]3[CH:29]=[CH:28][C:24]([C:25](O)=[O:26])=[CH:23][CH:22]=3)=[N:19][C:12]=2[N:11]2[CH:30]=[CH:31][N:32]=[C:10]12.Cl.C(N=C=NCCCN(C)C)C.O.ON1C2C=CC=CC=2N=N1.C(N(C(C)C)CC)(C)C.[CH3:65][N:66]([CH3:73])[CH:67]1[CH2:72][CH2:71][NH:70][CH2:69][CH2:68]1, predict the reaction product. The product is: [Cl:8][C:4]1[CH:5]=[CH:6][CH:7]=[C:2]([Cl:1])[C:3]=1[N:9]1[C:14](=[O:15])[C:13]2[CH:16]=[N:17][C:18]([NH:20][C:21]3[CH:22]=[CH:23][C:24]([C:25]([N:70]4[CH2:71][CH2:72][CH:67]([N:66]([CH3:73])[CH3:65])[CH2:68][CH2:69]4)=[O:26])=[CH:28][CH:29]=3)=[N:19][C:12]=2[N:11]2[CH:30]=[CH:31][N:32]=[C:10]12. (2) Given the reactants F[C:2]1[CH:9]=[CH:8][C:5]([C:6]#[N:7])=[CH:4][C:3]=1[O:10][CH3:11].[OH:12][C:13]([C@H:16]1[CH2:20][CH2:19][NH:18][C@H:17]1[CH3:21])([CH3:15])[CH3:14].C(=O)([O-])[O-].[Li+].[Li+], predict the reaction product. The product is: [OH:12][C:13]([C@H:16]1[CH2:20][CH2:19][N:18]([C:2]2[CH:9]=[CH:8][C:5]([C:6]#[N:7])=[CH:4][C:3]=2[O:10][CH3:11])[C@H:17]1[CH3:21])([CH3:15])[CH3:14]. (3) Given the reactants [C:1]1([CH3:11])[CH:6]=[CH:5][CH:4]=[C:3]([S:7](Cl)(=[O:9])=[O:8])[CH:2]=1.[F:12][C:13]1[CH:18]=[CH:17][C:16]([NH:19][C:20]([O:22][N:23]=[C:24]2[CH2:29][CH2:28][NH:27][CH2:26][CH2:25]2)=[O:21])=[CH:15][CH:14]=1.C(N(CC)C(C)C)(C)C, predict the reaction product. The product is: [F:12][C:13]1[CH:18]=[CH:17][C:16]([NH:19][C:20]([O:22][N:23]=[C:24]2[CH2:29][CH2:28][N:27]([S:7]([C:3]3[CH:2]=[C:1]([CH3:11])[CH:6]=[CH:5][CH:4]=3)(=[O:9])=[O:8])[CH2:26][CH2:25]2)=[O:21])=[CH:15][CH:14]=1.